This data is from Forward reaction prediction with 1.9M reactions from USPTO patents (1976-2016). The task is: Predict the product of the given reaction. Given the reactants C([O:3][C:4](=[O:31])[CH2:5][C:6]([NH:8][C:9]1[CH:14]=[C:13]([Br:15])[C:12]([O:16][C:17]2[CH:22]=[C:21]([CH:23]([CH3:25])[CH3:24])[C:20]([OH:26])=[C:19]([CH:27]=[O:28])[CH:18]=2)=[C:11]([Br:29])[C:10]=1[CH3:30])=[O:7])C.[Li+].[OH-].Cl, predict the reaction product. The product is: [Br:29][C:11]1[C:10]([CH3:30])=[C:9]([NH:8][C:6](=[O:7])[CH2:5][C:4]([OH:31])=[O:3])[CH:14]=[C:13]([Br:15])[C:12]=1[O:16][C:17]1[CH:22]=[C:21]([CH:23]([CH3:24])[CH3:25])[C:20]([OH:26])=[C:19]([CH:27]=[O:28])[CH:18]=1.